From a dataset of Catalyst prediction with 721,799 reactions and 888 catalyst types from USPTO. Predict which catalyst facilitates the given reaction. Reactant: [CH3:1][C:2]([CH3:4])=O.[CH3:5][C:6]1[CH:11]=[CH:10][C:9]([C:12]([N:14]2[CH2:19][CH2:18][CH:17]([C:20]3[CH:25]=[CH:24][C:23]([C:26]4[CH:27]=[N:28][N:29]([CH3:31])[CH:30]=4)=[CH:22][CH:21]=3)[CH2:16][CH2:15]2)=[O:13])=[CH:8][C:7]=1[NH:32][C:33]([CH:35]1[CH2:40][CH2:39][NH:38][CH2:37][CH2:36]1)=[O:34].C(O[BH-](OC(=O)C)OC(=O)C)(=O)C.[Na+].[OH-].[Na+]. Product: [CH:2]([N:38]1[CH2:37][CH2:36][CH:35]([C:33]([NH:32][C:7]2[CH:8]=[C:9]([C:12]([N:14]3[CH2:19][CH2:18][CH:17]([C:20]4[CH:21]=[CH:22][C:23]([C:26]5[CH:27]=[N:28][N:29]([CH3:31])[CH:30]=5)=[CH:24][CH:25]=4)[CH2:16][CH2:15]3)=[O:13])[CH:10]=[CH:11][C:6]=2[CH3:5])=[O:34])[CH2:40][CH2:39]1)([CH3:4])[CH3:1]. The catalyst class is: 26.